Dataset: Forward reaction prediction with 1.9M reactions from USPTO patents (1976-2016). Task: Predict the product of the given reaction. (1) Given the reactants [NH2:1][C:2]1[C:10]([F:11])=[CH:9][C:8]([Br:12])=[CH:7][C:3]=1[C:4]([OH:6])=O.CN(C(O[N:21]1N=N[C:23]2C=CC=N[C:22]1=2)=[N+](C)C)C.F[P-](F)(F)(F)(F)F.CCN(C(C)C)C(C)C.C(N)C, predict the reaction product. The product is: [NH2:1][C:2]1[C:10]([F:11])=[CH:9][C:8]([Br:12])=[CH:7][C:3]=1[C:4]([NH:21][CH2:22][CH3:23])=[O:6]. (2) The product is: [C:14]([OH:19])(=[O:30])[CH3:15].[CH2:22]([C:2]1[CH:3]=[CH:4][C:5]([NH:8][C:9]([NH:11][CH2:12][C:13]2[CH:18]=[CH:17][CH:16]=[CH:15][C:14]=2[O:19][CH3:20])=[NH:10])=[N:6][CH:7]=1)[C:23]1[CH:28]=[CH:27][CH:26]=[CH:25][CH:24]=1. Given the reactants I[C:2]1[CH:3]=[CH:4][C:5]([NH:8][C:9]([NH:11][CH2:12][C:13]2[CH:18]=[CH:17][CH:16]=[CH:15][C:14]=2[O:19][CH3:20])=[NH:10])=[N:6][CH:7]=1.[Br-].[CH2:22]([Zn+])[C:23]1[CH:28]=[CH:27][CH:26]=[CH:25][CH:24]=1.[O:30]1CCCC1, predict the reaction product. (3) Given the reactants [C:1]([NH:4][C:5]1[N:9]([CH3:10])[N:8]=[C:7]([CH3:11])[CH:6]=1)(=[O:3])[CH3:2].I[C:13]1[CH:18]=[CH:17][C:16]([O:19][C:20]([F:23])([F:22])[F:21])=[CH:15][CH:14]=1.[O-]P(OP(OP([O-])([O-])=O)([O-])=O)(=O)[O-].[K+].[K+].[K+].[K+].[K+].N[C@@H]1CCCC[C@H]1N, predict the reaction product. The product is: [CH3:10][N:9]1[C:5]([N:4]([C:13]2[CH:14]=[CH:15][C:16]([O:19][C:20]([F:21])([F:22])[F:23])=[CH:17][CH:18]=2)[C:1](=[O:3])[CH3:2])=[CH:6][CH:7]([CH3:11])[NH:8]1. (4) The product is: [OH:18][C:14]1[CH:13]=[C:12]([C:10](=[O:11])[CH2:9][CH2:8][CH2:7][N:1]2[CH2:6][CH2:5][O:4][CH2:3][CH2:2]2)[CH:17]=[CH:16][CH:15]=1. Given the reactants [N:1]1([CH2:7][CH2:8][CH2:9][C:10]([C:12]2[CH:17]=[CH:16][CH:15]=[C:14]([O:18]CC3C=CC=CC=3)[CH:13]=2)=[O:11])[CH2:6][CH2:5][O:4][CH2:3][CH2:2]1.CC1CC=CCC=1, predict the reaction product. (5) Given the reactants [Cl:1][C:2]1[CH:3]=[C:4]([C:9]([O:11][CH3:12])=[O:10])[N:5]=[N:6][C:7]=1[OH:8].C(=O)([O-])[O-].[K+].[K+].[CH3:19][O:20][C:21]1[CH:26]=[CH:25][C:24]([CH2:27]Cl)=[CH:23][CH:22]=1.O, predict the reaction product. The product is: [Cl:1][C:2]1[C:7](=[O:8])[N:6]([CH2:27][C:24]2[CH:25]=[CH:26][C:21]([O:20][CH3:19])=[CH:22][CH:23]=2)[N:5]=[C:4]([C:9]([O:11][CH3:12])=[O:10])[CH:3]=1. (6) Given the reactants [Cl:1][C:2]1[S:6][C:5]([C:7]([NH:9][C@@H:10]([CH2:23][C:24]2[CH:29]=[CH:28][CH:27]=[C:26]([F:30])[CH:25]=2)[CH2:11][N:12]2C(=O)C3C(=CC=CC=3)C2=O)=[O:8])=[CH:4][C:3]=1[C:31]1[N:35]([CH3:36])[N:34]=[CH:33][C:32]=1[Cl:37].NN, predict the reaction product. The product is: [NH2:12][CH2:11][C@@H:10]([NH:9][C:7]([C:5]1[S:6][C:2]([Cl:1])=[C:3]([C:31]2[N:35]([CH3:36])[N:34]=[CH:33][C:32]=2[Cl:37])[CH:4]=1)=[O:8])[CH2:23][C:24]1[CH:29]=[CH:28][CH:27]=[C:26]([F:30])[CH:25]=1. (7) Given the reactants FC(F)(F)C(O)=O.C([O:12][C:13](=[O:35])[CH:14]([N:17]1[C:22](=[O:23])[CH:21]=[C:20]([OH:24])[C:19]([C:25]([O:27][CH2:28][C:29]2[CH:34]=[CH:33][CH:32]=[CH:31][CH:30]=2)=[O:26])=[CH:18]1)[CH2:15][CH3:16])(C)(C)C, predict the reaction product. The product is: [CH2:28]([O:27][C:25]([C:19]1[C:20]([OH:24])=[CH:21][C:22](=[O:23])[N:17]([CH:14]([CH2:15][CH3:16])[C:13]([OH:35])=[O:12])[CH:18]=1)=[O:26])[C:29]1[CH:34]=[CH:33][CH:32]=[CH:31][CH:30]=1. (8) Given the reactants C[O:2][C:3](=[O:22])[C:4]1[CH:9]=[CH:8][C:7]([Br:10])=[C:6]([O:11][CH2:12][CH2:13][C:14]2[CH:19]=[CH:18][C:17]([Cl:20])=[CH:16][C:15]=2[Cl:21])[CH:5]=1.O.O.[OH-].[Li+].Cl, predict the reaction product. The product is: [Br:10][C:7]1[CH:8]=[CH:9][C:4]([C:3]([OH:22])=[O:2])=[CH:5][C:6]=1[O:11][CH2:12][CH2:13][C:14]1[CH:19]=[CH:18][C:17]([Cl:20])=[CH:16][C:15]=1[Cl:21]. (9) Given the reactants C(O[C@]1(S([O-])(=O)=O)C=CC(C)=CC1[CH:16]([CH2:18][O:19][C@@H:20]([C@H:23]1[O:27][N:26]=[C:25]([C:28]#[CH:29])[CH2:24]1)[CH2:21][OH:22])[CH3:17])C1C=CC=CC=1.C(#N)C.[CH3:37][C:38](C)([O-])[CH3:39].[Na+].C([O-])(O)=O.[Na+].[CH2:48]1[CH2:52][O:51][CH2:50][CH2:49]1, predict the reaction product. The product is: [CH2:50]([O:51][CH2:17][C@@H:16]1[CH2:18][O:19][C@@H:20]([C@H:23]2[O:27][N:26]=[C:25]([C:28]#[CH:29])[CH2:24]2)[CH2:21][O:22]1)[C:49]1[CH:48]=[CH:52][CH:39]=[CH:38][CH:37]=1. (10) Given the reactants [F:1][C:2]1[CH:16]=[C:15]([N+:17]([O-])=O)[C:14]([F:20])=[CH:13][C:3]=1[O:4][C:5]1[CH:10]=[CH:9][N:8]=[C:7]([NH2:11])[C:6]=1[I:12].O.O.[Sn](Cl)Cl, predict the reaction product. The product is: [NH2:17][C:15]1[C:14]([F:20])=[CH:13][C:3]([O:4][C:5]2[CH:10]=[CH:9][N:8]=[C:7]([NH2:11])[C:6]=2[I:12])=[C:2]([F:1])[CH:16]=1.